From a dataset of Catalyst prediction with 721,799 reactions and 888 catalyst types from USPTO. Predict which catalyst facilitates the given reaction. (1) Reactant: [Br:1][C:2]1[CH:7]=[CH:6][C:5]([N+:8]([O-:10])=[O:9])=[CH:4][C:3]=1[NH:11][C:12](=[O:15])[CH2:13]Cl.[NH:16]1[CH2:21][CH2:20][O:19][CH2:18][CH2:17]1.C(N(CC)CC)C.[I-].[K+]. Product: [Br:1][C:2]1[CH:7]=[CH:6][C:5]([N+:8]([O-:10])=[O:9])=[CH:4][C:3]=1[NH:11][C:12](=[O:15])[CH2:13][N:16]1[CH2:21][CH2:20][O:19][CH2:18][CH2:17]1. The catalyst class is: 3. (2) Reactant: [H-].[Al+3].[Li+].[H-].[H-].[H-].[CH2:7]([N:10]1[C:15](=O)[CH:14]2[CH:12]([C:13]2([C:19]2[CH:24]=[CH:23][CH:22]=[C:21]([NH2:25])[CH:20]=2)[CH2:17][CH3:18])[C:11]1=O)[CH:8]=[CH2:9].O. Product: [CH2:7]([N:10]1[CH2:15][CH:14]2[CH:12]([C:13]2([C:19]2[CH:20]=[C:21]([CH:22]=[CH:23][CH:24]=2)[NH2:25])[CH2:17][CH3:18])[CH2:11]1)[CH:8]=[CH2:9]. The catalyst class is: 7. (3) Reactant: [O:1]1[C:5]2([CH2:10][CH2:9][CH:8]([OH:11])[CH2:7][CH2:6]2)[O:4][CH2:3][CH2:2]1.[F:12][C:13]([F:25])([F:24])[C:14]1[CH:19]=[CH:18][C:17]([S:20](Cl)(=[O:22])=[O:21])=[CH:16][CH:15]=1.CCN(CC)CC. Product: [F:25][C:13]([F:12])([F:24])[C:14]1[CH:15]=[CH:16][C:17]([S:20]([O:11][CH:8]2[CH2:9][CH2:10][C:5]3([O:4][CH2:3][CH2:2][O:1]3)[CH2:6][CH2:7]2)(=[O:22])=[O:21])=[CH:18][CH:19]=1. The catalyst class is: 64. (4) Reactant: Cl[CH2:2][CH2:3][CH2:4][NH:5][S:6]([NH:9][C:10](=[O:16])[O:11][C:12]([CH3:15])([CH3:14])[CH3:13])(=[O:8])=[O:7].C([O-])([O-])=O.[K+].[K+]. Product: [S:6]1(=[O:8])(=[O:7])[NH:5][CH2:4][CH2:3][CH2:2][N:9]1[C:10]([O:11][C:12]([CH3:15])([CH3:14])[CH3:13])=[O:16]. The catalyst class is: 16. (5) Product: [OH:3][CH:1]([C:4]1[CH:5]=[CH:6][C:7]([NH:10][C:11](=[O:28])[CH:12]([NH:16][C:17](=[O:27])[CH2:18][C:19]2[CH:20]=[C:21]([F:26])[CH:22]=[C:23]([F:25])[CH:24]=2)[CH2:13][CH2:14][CH3:15])=[N:8][CH:9]=1)[CH3:2]. Reactant: [C:1]([C:4]1[CH:5]=[CH:6][C:7]([NH:10][C:11](=[O:28])[CH:12]([NH:16][C:17](=[O:27])[CH2:18][C:19]2[CH:24]=[C:23]([F:25])[CH:22]=[C:21]([F:26])[CH:20]=2)[CH2:13][CH2:14][CH3:15])=[N:8][CH:9]=1)(=[O:3])[CH3:2].[BH4-].[Na+]. The catalyst class is: 5. (6) Reactant: [Cl:1][C:2](Cl)([O:4]C(=O)OC(Cl)(Cl)Cl)Cl.[CH3:13][N:14]([CH:19]1[CH2:24][CH2:23][NH:22][CH2:21][CH2:20]1)[S:15]([CH3:18])(=[O:17])=[O:16].N1C=CC=CC=1. The catalyst class is: 2. Product: [CH3:18][S:15]([N:14]([CH3:13])[CH:19]1[CH2:20][CH2:21][N:22]([C:2]([Cl:1])=[O:4])[CH2:23][CH2:24]1)(=[O:16])=[O:17].